Predict the reactants needed to synthesize the given product. From a dataset of Full USPTO retrosynthesis dataset with 1.9M reactions from patents (1976-2016). (1) Given the product [CH:6]1[C:5]([CH2:8][N:15]2[CH2:16][CH2:17][NH:18]/[C:14]/2=[N:13]\[N+:10]([O-:12])=[O:11])=[CH:4][N:3]=[C:2]([Cl:1])[CH:7]=1, predict the reactants needed to synthesize it. The reactants are: [Cl:1][C:2]1[CH:7]=[CH:6][C:5]([CH2:8]Cl)=[CH:4][N:3]=1.[N+:10]([N:13]=[C:14]1[NH:18][CH2:17][CH2:16][NH:15]1)([O-:12])=[O:11]. (2) Given the product [CH2:40]([O:39][C:37]([C:51]1[C:47](=[O:46])[C:43]2[C:49]([C:50]=1[C:23]1[CH:24]=[CH:25][CH:26]=[CH:27][CH:28]=1)=[CH:48][CH:53]=[C:45]([O:9][CH2:8][CH2:7][C:2]1[CH:3]=[CH:4][CH:5]=[CH:6][N:1]=1)[CH:44]=2)=[O:38])[CH3:42], predict the reactants needed to synthesize it. The reactants are: [N:1]1[CH:6]=[CH:5][CH:4]=[CH:3][C:2]=1[CH2:7][CH2:8][OH:9].[C:23]1(P([C:23]2[CH:28]=[CH:27][CH:26]=[CH:25][CH:24]=2)[C:23]2[CH:28]=[CH:27][CH:26]=[CH:25][CH:24]=2)[CH:28]=[CH:27][CH:26]=[CH:25][CH:24]=1.N([C:37]([O:39][CH:40]([CH3:42])C)=[O:38])=N[C:37]([O:39][CH:40](C)[CH3:42])=[O:38].[CH2:43]1[CH2:47][O:46][CH2:45][CH2:44]1.[CH:48]1[CH:53]=C[CH:51]=[CH:50][CH:49]=1. (3) Given the product [ClH:11].[Cl:11][C:8]1[CH:7]=[C:3]([C:4]([NH2:6])=[O:5])[C:2](=[NH:1])[N:10]([CH2:13][C:14]2[CH:21]=[C:20]([F:22])[CH:19]=[CH:18][C:15]=2[C:16]#[N:17])[CH:9]=1, predict the reactants needed to synthesize it. The reactants are: [NH2:1][C:2]1[N:10]=[CH:9][C:8]([Cl:11])=[CH:7][C:3]=1[C:4]([NH2:6])=[O:5].Br[CH2:13][C:14]1[CH:21]=[C:20]([F:22])[CH:19]=[CH:18][C:15]=1[C:16]#[N:17]. (4) The reactants are: [Cl:1][C:2]1[CH:7]=[CH:6][C:5]([CH2:8][C:9]([NH:11][CH2:12][CH:13]2[CH2:40][CH2:39][C:16]3[N:17](C(C4C=CC=CC=4)(C4C=CC=CC=4)C4C=CC=CC=4)[CH:18]=[N:19][C:15]=3[CH2:14]2)=[O:10])=[CH:4][CH:3]=1.ClC1C=CC(CC(NCC2CCC3N=CN(C(C4C=CC=CC=4)(C4C=CC=CC=4)C4C=CC=CC=4)C=3C2)=O)=CC=1. Given the product [Cl:1][C:2]1[CH:7]=[CH:6][C:5]([CH2:8][C:9]([NH:11][CH2:12][CH:13]2[CH2:40][CH2:39][C:16]3[NH:17][CH:18]=[N:19][C:15]=3[CH2:14]2)=[O:10])=[CH:4][CH:3]=1, predict the reactants needed to synthesize it. (5) Given the product [Br:1][C:2]1[CH:7]=[CH:6][C:5]([CH2:8][C:20]([OH:21])=[O:23])=[CH:4][C:3]=1[C:11]([F:12])([F:13])[F:14], predict the reactants needed to synthesize it. The reactants are: [Br:1][C:2]1[CH:7]=[CH:6][C:5]([CH2:8]C#N)=[CH:4][C:3]=1[C:11]([F:14])([F:13])[F:12].S(=O)(=O)(O)O.[C:20](=[O:23])([O-])[O-:21].[Na+].[Na+].Cl.